Predict the product of the given reaction. From a dataset of Forward reaction prediction with 1.9M reactions from USPTO patents (1976-2016). (1) Given the reactants [Na].C(=O)(O)[O-].[Na+].[CH3:7][CH2:8][C@@:9]1([OH:37])[C:14](=[O:15])[O:13][CH2:12][C:11]2[C:16]([N:18]3[C:35](=[CH:36][C:10]1=2)[C:34]1[N:33]=[C:23]2[CH:24]=[CH:25][C:26]([OH:32])=[C:27]([CH2:28][N:29]([CH3:31])[CH3:30])[C:22]2=[CH:21][C:20]=1[CH2:19]3)=[O:17].Cl.CC#N, predict the reaction product. The product is: [CH3:7][CH2:8][C@@:9]1([OH:37])[C:14](=[O:15])[O:13][CH2:12][C:11]2[C:16]([N:18]3[C:35](=[CH:36][C:10]1=2)[C:34]1[N:33]=[C:23]2[CH:24]=[CH:25][C:26]([OH:32])=[C:27]([CH2:28][N:29]([CH3:30])[CH3:31])[C:22]2=[CH:21][C:20]=1[CH2:19]3)=[O:17]. (2) The product is: [NH2:30][C:20]1[CH:21]=[C:22]([C:23]2[CH:24]=[CH:25][C:26]([CH3:29])=[CH:27][CH:28]=2)[N:18]([C:15]2[CH:16]=[CH:17][C:12]([S:9]([NH2:8])(=[O:10])=[O:11])=[CH:13][CH:14]=2)[N:19]=1. Given the reactants FC(F)(F)C(O)=O.[NH2:8][S:9]([C:12]1[CH:17]=[CH:16][C:15]([N:18]2[C:22]([C:23]3[CH:28]=[CH:27][C:26]([CH3:29])=[CH:25][CH:24]=3)=[CH:21][C:20]([NH:30]C(OC(C)(C)C)=O)=[N:19]2)=[CH:14][CH:13]=1)(=[O:11])=[O:10].C(OCC)(=O)C.C(=O)(O)[O-].[Na+], predict the reaction product.